From a dataset of Reaction yield outcomes from USPTO patents with 853,638 reactions. Predict the reaction yield, written as a fraction of the theoretical maximum amount of product (1.0 means a 100% yield; for example, 0.34 means a 34% yield). (1) The reactants are [Br:1][C:2]1[CH:3]=[CH:4][C:5]([CH:8]([OH:10])[CH3:9])=[N:6][CH:7]=1.[C:11]1(O)[CH:16]=[CH:15][CH:14]=[CH:13][CH:12]=1.C1(P(C2C=CC=CC=2)C2C=CC=CC=2)C=CC=CC=1.N(C(OC(C)C)=O)=NC(OC(C)C)=O. The product is [Br:1][C:2]1[CH:3]=[CH:4][C:5]([CH:8]([O:10][C:11]2[CH:16]=[CH:15][CH:14]=[CH:13][CH:12]=2)[CH3:9])=[N:6][CH:7]=1. The yield is 0.944. The catalyst is O1CCCC1. (2) The reactants are Br[C:2]1[CH:3]=[C:4]([N:8]2[C:16]3[CH:15]=[CH:14][N:13]=[C:12]([NH:17][CH:18]4[CH2:20][CH2:19]4)[C:11]=3[C:10]([C:21]([O:23][CH3:24])=[O:22])=[N:9]2)[CH:5]=[CH:6][CH:7]=1.[C:25]([C@:27]1([OH:34])[CH2:31][CH2:30][N:29]([CH3:32])[C:28]1=[O:33])#[CH:26]. No catalyst specified. The product is [CH:18]1([NH:17][C:12]2[C:11]3[C:10]([C:21]([O:23][CH3:24])=[O:22])=[N:9][N:8]([C:4]4[CH:5]=[CH:6][CH:7]=[C:2]([C:26]#[C:25][C@:27]5([OH:34])[CH2:31][CH2:30][N:29]([CH3:32])[C:28]5=[O:33])[CH:3]=4)[C:16]=3[CH:15]=[CH:14][N:13]=2)[CH2:20][CH2:19]1. The yield is 0.630.